The task is: Regression. Given a peptide amino acid sequence and an MHC pseudo amino acid sequence, predict their binding affinity value. This is MHC class I binding data.. This data is from Peptide-MHC class I binding affinity with 185,985 pairs from IEDB/IMGT. (1) The peptide sequence is GENQLYHFA. The MHC is HLA-A02:03 with pseudo-sequence HLA-A02:03. The binding affinity (normalized) is 0. (2) The peptide sequence is LSVYGIYCTLY. The MHC is Mamu-B17 with pseudo-sequence Mamu-B17. The binding affinity (normalized) is 0.